Task: Predict the reactants needed to synthesize the given product.. Dataset: Full USPTO retrosynthesis dataset with 1.9M reactions from patents (1976-2016) Given the product [O:21]=[S:22]1(=[O:28])[CH2:26][CH2:25][CH:24]([NH:27][C:12]([C:10]2[CH:9]=[CH:8][C:7]([N:15]3[CH2:18][C:17]([F:20])([F:19])[CH2:16]3)=[C:6]([O:5][CH2:4][CH:1]3[CH2:2][CH2:3]3)[N:11]=2)=[O:14])[CH2:23]1, predict the reactants needed to synthesize it. The reactants are: [CH:1]1([CH2:4][O:5][C:6]2[N:11]=[C:10]([C:12]([OH:14])=O)[CH:9]=[CH:8][C:7]=2[N:15]2[CH2:18][C:17]([F:20])([F:19])[CH2:16]2)[CH2:3][CH2:2]1.[O:21]=[S:22]1(=[O:28])[CH2:26][CH2:25][CH:24]([NH2:27])[CH2:23]1.